This data is from Forward reaction prediction with 1.9M reactions from USPTO patents (1976-2016). The task is: Predict the product of the given reaction. (1) Given the reactants [CH3:1][N:2]1[CH:6]=[C:5]([C:7]2[N:12]=[C:11]3[N:13]([CH2:16][C:17]4[CH:18]=[C:19]5[C:24](=[CH:25][CH:26]=4)[N:23]=[CH:22][CH:21]=[CH:20]5)[N:14]=[N:15][C:10]3=[C:9](O)[CH:8]=2)[CH:4]=[N:3]1.C([O-])(O)=O.[Na+].O=P(Cl)(Cl)[Cl:35], predict the reaction product. The product is: [Cl:35][C:9]1[CH:8]=[C:7]([C:5]2[CH:4]=[N:3][N:2]([CH3:1])[CH:6]=2)[N:12]=[C:11]2[N:13]([CH2:16][C:17]3[CH:18]=[C:19]4[C:24](=[CH:25][CH:26]=3)[N:23]=[CH:22][CH:21]=[CH:20]4)[N:14]=[N:15][C:10]=12. (2) Given the reactants [Na].FC(F)(F)S(O[C:8]1[C:13]([C:14](=[O:16])[CH3:15])=[CH:12][C:11]([Cl:17])=[C:10]([CH3:18])[C:9]=1[Br:19])(=O)=O.[F:22][C:23]1[CH:24]=[C:25](B(O)O)[CH:26]=[CH:27][CH:28]=1, predict the reaction product. The product is: [Br:19][C:9]1[C:8]([C:27]2[CH:26]=[CH:25][CH:24]=[C:23]([F:22])[CH:28]=2)=[C:13]([C:14](=[O:16])[CH3:15])[CH:12]=[C:11]([Cl:17])[C:10]=1[CH3:18]. (3) Given the reactants ON1C2C=CC=CC=2N=N1.Cl.C(N=C=NCCCN(C)C)C.CN1CCOCC1.[CH3:30][N:31]([CH3:35])[CH2:32][CH2:33][NH2:34].[O:36]=[C:37]1[C:46]2[NH:47][CH:48]=[C:49]([C:50](O)=[O:51])[C:45]=2[C:44]2[CH:43]=[CH:42][CH:41]=[CH:40][C:39]=2[NH:38]1.[Cl-].[Na+], predict the reaction product. The product is: [CH3:30][N:31]([CH3:35])[CH2:32][CH2:33][NH:34][C:50]([C:49]1[C:45]2[C:44]3[CH:43]=[CH:42][CH:41]=[CH:40][C:39]=3[NH:38][C:37](=[O:36])[C:46]=2[NH:47][CH:48]=1)=[O:51]. (4) Given the reactants [CH2:1]([O:5][C:6]1[CH:11]=[CH:10][C:9]([S:12]([N:15]([CH2:26][C:27]2[CH:32]=[CH:31][C:30]([N:33]3[CH:37]=[CH:36][N:35]=[CH:34]3)=[CH:29][CH:28]=2)[CH2:16][C:17]([NH:19][O:20]C(OC)(C)C)=[O:18])(=[O:14])=[O:13])=[CH:8][CH:7]=1)[CH2:2][CH:3]=[CH2:4].Cl.C([O-])(O)=O.[Na+], predict the reaction product. The product is: [CH2:1]([O:5][C:6]1[CH:7]=[CH:8][C:9]([S:12]([N:15]([CH2:26][C:27]2[CH:28]=[CH:29][C:30]([N:33]3[CH:37]=[CH:36][N:35]=[CH:34]3)=[CH:31][CH:32]=2)[CH2:16][C:17]([NH:19][OH:20])=[O:18])(=[O:13])=[O:14])=[CH:10][CH:11]=1)[CH2:2][CH:3]=[CH2:4]. (5) Given the reactants Br[C:2]1[CH:11]=[CH:10][C:9]2[N:8]=[CH:7][C:6]3[N:12]([CH3:23])[C:13](=[O:22])[N:14]([C:15]4[C:16]([CH3:21])=[N:17][N:18]([CH3:20])[CH:19]=4)[C:5]=3[C:4]=2[CH:3]=1.[CH2:24]([O:26][C:27]1[C:28]([CH3:42])=[N:29][CH:30]=[C:31](B2OC(C)(C)C(C)(C)O2)[CH:32]=1)[CH3:25], predict the reaction product. The product is: [CH3:20][N:18]1[CH:19]=[C:15]([N:14]2[C:5]3[C:4]4[CH:3]=[C:2]([C:31]5[CH:30]=[N:29][C:28]([CH3:42])=[C:27]([O:26][CH2:24][CH3:25])[CH:32]=5)[CH:11]=[CH:10][C:9]=4[N:8]=[CH:7][C:6]=3[N:12]([CH3:23])[C:13]2=[O:22])[C:16]([CH3:21])=[N:17]1.